Dataset: Forward reaction prediction with 1.9M reactions from USPTO patents (1976-2016). Task: Predict the product of the given reaction. (1) Given the reactants [Cl:1][C:2]1[CH:3]=[C:4]([F:19])[C:5]([C:8]([F:18])([F:17])[CH2:9][N:10]2[CH2:15][CH2:14][CH:13]([NH2:16])[CH2:12][CH2:11]2)=[N:6][CH:7]=1.Cl[C:21]1[C:22]2[CH:29]=[CH:28][NH:27][C:23]=2[N:24]=[CH:25][N:26]=1.CCN(C(C)C)C(C)C, predict the reaction product. The product is: [Cl:1][C:2]1[CH:3]=[C:4]([F:19])[C:5]([C:8]([F:18])([F:17])[CH2:9][N:10]2[CH2:15][CH2:14][CH:13]([NH:16][C:21]3[C:22]4[CH:29]=[CH:28][NH:27][C:23]=4[N:24]=[CH:25][N:26]=3)[CH2:12][CH2:11]2)=[N:6][CH:7]=1. (2) Given the reactants [C:1]([O:5][C:6]([C:12]([O:15][C:16](=[C:18]([F:20])[F:19])[F:17])([F:14])[F:13])([C:8]([F:11])([F:10])[F:9])[F:7])([F:4])([F:3])[F:2].[CH:21]([OH:24])([CH3:23])[CH3:22], predict the reaction product. The product is: [C:1]([O:5][C:6]([C:12]([O:15][CH:16]([C:18]([C:21]([OH:24])([CH3:23])[CH3:22])([F:19])[F:20])[F:17])([F:13])[F:14])([C:8]([F:11])([F:10])[F:9])[F:7])([F:4])([F:3])[F:2].